From a dataset of Catalyst prediction with 721,799 reactions and 888 catalyst types from USPTO. Predict which catalyst facilitates the given reaction. (1) Reactant: Br[CH2:2][C:3]1[N:7]([C:8]2[CH:13]=[CH:12][CH:11]=[CH:10][C:9]=2[Cl:14])[N:6]=[C:5]([C:15]([F:18])([F:17])[F:16])[CH:4]=1.[Br:19][C:20]1[CH:25]=[CH:24][C:23]([OH:26])=[CH:22][CH:21]=1.C(=O)([O-])[O-].[Na+].[Na+].CN(C=O)C. Product: [Br:19][C:20]1[CH:25]=[CH:24][C:23]([O:26][CH2:2][C:3]2[N:7]([C:8]3[CH:13]=[CH:12][CH:11]=[CH:10][C:9]=3[Cl:14])[N:6]=[C:5]([C:15]([F:18])([F:17])[F:16])[CH:4]=2)=[CH:22][CH:21]=1. The catalyst class is: 10. (2) Reactant: [CH3:1][P:2](=[O:7])([O:5][CH3:6])[O:3][CH3:4].[Li]CCCC.[F:13][C:14]([C:21]1[CH:26]=[CH:25][CH:24]=[C:23]([Br:27])[CH:22]=1)([F:20])[C:15](OCC)=[O:16]. Product: [Br:27][C:23]1[CH:22]=[C:21]([C:14]([F:13])([F:20])[C:15](=[O:16])[CH2:1][P:2](=[O:7])([O:5][CH3:6])[O:3][CH3:4])[CH:26]=[CH:25][CH:24]=1. The catalyst class is: 1. (3) Reactant: [CH3:1][C:2]([CH3:55])=[CH:3][CH2:4][CH2:5][C@@:6]([OH:54])([C@@H:8]1[C@H:12]2[C@H:13]([OH:52])[CH2:14][C@@H:15]3[C@@:20]4([CH3:50])[CH2:21][CH2:22][C@H:23]([O:27][C@@H:28]5[O:33][C@H:32]([CH2:34][OH:35])[C@@H:31]([OH:36])[C@H:30]([OH:37])[C@H:29]5[O:38][C@@H:39]5[O:44][C@H:43]([CH2:45][OH:46])[C@@H:42]([OH:47])[C@H:41]([OH:48])[C@H:40]5[OH:49])[C:24]([CH3:26])([CH3:25])[C@@H:19]4[CH2:18][CH2:17][C@@:16]3([CH3:51])[C@:11]2([CH3:53])[CH2:10][CH2:9]1)[CH3:7]. Product: [CH3:1][C:2]([CH3:55])=[CH:3][CH2:4][CH2:5][C@:6]([OH:54])([C@@H:8]1[C@H:12]2[C@H:13]([OH:52])[CH2:14][C@@H:15]3[C@@:20]4([CH3:50])[CH2:21][CH2:22][C@H:23]([O:27][C@@H:28]5[O:33][C@H:32]([CH2:34][OH:35])[C@@H:31]([OH:36])[C@H:30]([OH:37])[C@H:29]5[O:38][C@@H:39]5[O:44][C@H:43]([CH2:45][OH:46])[C@@H:42]([OH:47])[C@H:41]([OH:48])[C@H:40]5[OH:49])[C:24]([CH3:25])([CH3:26])[C@@H:19]4[CH2:18][CH2:17][C@@:16]3([CH3:51])[C@:11]2([CH3:53])[CH2:10][CH2:9]1)[CH3:7]. The catalyst class is: 6. (4) Reactant: [Br:1][C:2]1[C:3]([C:8]([OH:10])=[O:9])=[N:4][CH:5]=[N:6][CH:7]=1.[C:11](Cl)(=O)C(Cl)=O. Product: [CH3:11][O:9][C:8]([C:3]1[C:2]([Br:1])=[CH:7][N:6]=[CH:5][N:4]=1)=[O:10]. The catalyst class is: 59. (5) Reactant: [OH:1][C@@H:2]1[CH2:7][CH2:6][CH2:5][C@H:4]([N:8]2[C:16](=[O:17])[C:15]3[C:10](=[CH:11][CH:12]=[CH:13][CH:14]=3)[C:9]2=[O:18])[CH2:3]1.[Cr](Cl)([O-])(=O)=O.[NH+]1C=CC=CC=1.C(=O)(O)[O-].[Na+]. Product: [O:1]=[C:2]1[CH2:7][CH2:6][CH2:5][C@H:4]([N:8]2[C:16](=[O:17])[C:15]3[C:10](=[CH:11][CH:12]=[CH:13][CH:14]=3)[C:9]2=[O:18])[CH2:3]1. The catalyst class is: 4. (6) Reactant: [CH3:1][N:2]1[C:7](=[O:8])[CH2:6][C:5]2[CH:9]=[C:10]3[C:15](=[CH:16][C:4]=2[S:3]1(=[O:18])=[O:17])[CH2:14][CH2:13][CH2:12][CH2:11]3.[H-].[Na+].[H][H].[C:23]1([N:29]=[C:30]=[O:31])[CH:28]=[CH:27][CH:26]=[CH:25][CH:24]=1. Product: [CH3:1][N:2]1[C:7](=[O:8])[CH:6]([C:30]([NH:29][C:23]2[CH:28]=[CH:27][CH:26]=[CH:25][CH:24]=2)=[O:31])[C:5]2[CH:9]=[C:10]3[C:15](=[CH:16][C:4]=2[S:3]1(=[O:17])=[O:18])[CH2:14][CH2:13][CH2:12][CH2:11]3. The catalyst class is: 7.